Predict which catalyst facilitates the given reaction. From a dataset of Catalyst prediction with 721,799 reactions and 888 catalyst types from USPTO. (1) Reactant: [O:1]([C:8]1[CH:14]=[CH:13][CH:12]=[CH:11][C:9]=1[NH2:10])[C:2]1[CH:7]=[CH:6][CH:5]=[CH:4][CH:3]=1.[I:15][C:16]1[CH:17]=[C:18]([CH:22]=[CH:23][C:24]=1[C:25]([O:27][CH3:28])=[O:26])[C:19](O)=[O:20].F[P-](F)(F)(F)(F)F.N1(O[P+](N(C)C)(N(C)C)N(C)C)C2C=CC=CC=2N=N1.O. The catalyst class is: 3. Product: [I:15][C:16]1[CH:17]=[C:18]([C:19](=[O:20])[NH:10][C:9]2[CH:11]=[CH:12][CH:13]=[CH:14][C:8]=2[O:1][C:2]2[CH:3]=[CH:4][CH:5]=[CH:6][CH:7]=2)[CH:22]=[CH:23][C:24]=1[C:25]([O:27][CH3:28])=[O:26]. (2) The catalyst class is: 7. Reactant: C([Li])CCC.[C:6]1([S:12]([CH:15]([CH3:17])[CH3:16])(=[O:14])=[O:13])[CH:11]=[CH:10][CH:9]=[CH:8][CH:7]=1.[CH2:18]1[O:20][CH2:19]1. Product: [C:6]1([S:12]([C:15]([CH3:17])([CH3:16])[CH2:19][CH2:18][OH:20])(=[O:14])=[O:13])[CH:11]=[CH:10][CH:9]=[CH:8][CH:7]=1.